This data is from Full USPTO retrosynthesis dataset with 1.9M reactions from patents (1976-2016). The task is: Predict the reactants needed to synthesize the given product. (1) Given the product [C:1]([O:5][C:6](=[O:20])[NH:7][CH:8]1[C:14](=[O:15])[N:13]([CH3:21])[C:12]2[CH:16]=[CH:17][CH:18]=[CH:19][C:11]=2[NH:10][CH2:9]1)([CH3:4])([CH3:2])[CH3:3], predict the reactants needed to synthesize it. The reactants are: [C:1]([O:5][C:6](=[O:20])[NH:7][C@@H:8]1[C:14](=[O:15])[NH:13][C:12]2[CH:16]=[CH:17][CH:18]=[CH:19][C:11]=2[NH:10][CH2:9]1)([CH3:4])([CH3:3])[CH3:2].[CH3:21][Si]([N-][Si](C)(C)C)(C)C.[Li+].CI. (2) Given the product [NH2:1][C:2]1[CH:9]=[CH:8][C:5]([CH2:6][NH:7][C:39]([C:35]2[CH:34]=[C:33]3[C:38](=[CH:37][CH:36]=2)[N:30]([CH2:29][C:26]2[CH:25]=[CH:24][C:23]([C:18]4[C:17]([C:15]([OH:16])=[O:14])=[CH:22][CH:21]=[CH:20][CH:19]=4)=[CH:28][CH:27]=2)[C:31]([CH3:43])=[C:32]3[CH3:42])=[O:40])=[CH:4][CH:3]=1, predict the reactants needed to synthesize it. The reactants are: [NH2:1][C:2]1[CH:9]=[CH:8][C:5]([CH2:6][NH2:7])=[CH:4][CH:3]=1.C([O:14][C:15]([C:17]1[CH:22]=[CH:21][CH:20]=[CH:19][C:18]=1[C:23]1[CH:28]=[CH:27][C:26]([CH2:29][N:30]2[C:38]3[C:33](=[CH:34][C:35]([C:39](O)=[O:40])=[CH:36][CH:37]=3)[C:32]([CH3:42])=[C:31]2[CH3:43])=[CH:25][CH:24]=1)=[O:16])(C)(C)C. (3) Given the product [CH2:3]([N:10]1[CH2:13][C:12]([CH2:17][Cl:18])([CH2:15][Cl:16])[C:11]1=[O:19])[C:4]1[CH:9]=[CH:8][CH:7]=[CH:6][CH:5]=1, predict the reactants needed to synthesize it. The reactants are: [OH-].[Na+].[CH2:3]([NH:10][C:11](=[O:19])[C:12]([CH2:17][Cl:18])([CH2:15][Cl:16])[CH2:13]Cl)[C:4]1[CH:9]=[CH:8][CH:7]=[CH:6][CH:5]=1. (4) Given the product [Cl:1][C:2]1[CH:3]=[CH:4][C:5]([O:11][C:12]([CH3:13])([C:14]2[N:18]([CH3:19])[C:17]([C:20]3[CH:25]=[CH:24][CH:23]=[CH:22][C:21]=3[C:26]([F:29])([F:27])[F:28])=[N:16][N:15]=2)[CH3:30])=[C:6]([CH:10]=1)[C:7]([NH:37][NH2:38])=[O:8], predict the reactants needed to synthesize it. The reactants are: [Cl:1][C:2]1[CH:3]=[CH:4][C:5]([O:11][C:12]([CH3:30])([C:14]2[N:18]([CH3:19])[C:17]([C:20]3[CH:25]=[CH:24][CH:23]=[CH:22][C:21]=3[C:26]([F:29])([F:28])[F:27])=[N:16][N:15]=2)[CH3:13])=[C:6]([CH:10]=1)[C:7](O)=[O:8].C1C=CC2N(O)[N:38]=[N:37]C=2C=1.O.NN. (5) The reactants are: [F:1][C:2]1[C:7]([O:8][CH3:9])=[CH:6][CH:5]=[CH:4][C:3]=1[C@@H:10]1[C:16]2[CH:17]=[C:18]([C:21]([F:24])([F:23])[F:22])[CH:19]=[CH:20][C:15]=2[N:14]2[C:25]([C:28]([F:31])([F:30])[F:29])=[N:26][N:27]=[C:13]2[C@@H:12]([CH2:32][C:33]([O:35][CH2:36][CH3:37])=[O:34])[O:11]1.CCCCCC. Given the product [F:1][C:2]1[C:7]([O:8][CH3:9])=[CH:6][CH:5]=[CH:4][C:3]=1[C@@H:10]1[C:16]2[CH:17]=[C:18]([C:21]([F:22])([F:23])[F:24])[CH:19]=[CH:20][C:15]=2[N:14]2[C:25]([C:28]([F:31])([F:29])[F:30])=[N:26][N:27]=[C:13]2[C@@H:12]([CH2:32][C:33]([O:35][CH2:36][CH3:37])=[O:34])[O:11]1.[F:1][C:2]1[C:7]([O:8][CH3:9])=[CH:6][CH:5]=[CH:4][C:3]=1[C@H:10]1[C:16]2[CH:17]=[C:18]([C:21]([F:22])([F:23])[F:24])[CH:19]=[CH:20][C:15]=2[N:14]2[C:25]([C:28]([F:31])([F:29])[F:30])=[N:26][N:27]=[C:13]2[C@H:12]([CH2:32][C:33]([O:35][CH2:36][CH3:37])=[O:34])[O:11]1, predict the reactants needed to synthesize it. (6) Given the product [C:28]([NH:32][S:33]([C:36]1[S:37][C:38]([C:2]2[CH:7]=[C:6]([C:8]3[CH:13]=[C:12]([C:14]([F:17])([F:16])[F:15])[CH:11]=[C:10]([C:18]4[CH:23]=[CH:22][C:21]([C:24]([F:27])([F:26])[F:25])=[CH:20][CH:19]=4)[N:9]=3)[CH:5]=[CH:4][N:3]=2)=[CH:39][CH:40]=1)(=[O:34])=[O:35])([CH3:31])([CH3:29])[CH3:30], predict the reactants needed to synthesize it. The reactants are: I[C:2]1[CH:7]=[C:6]([C:8]2[CH:13]=[C:12]([C:14]([F:17])([F:16])[F:15])[CH:11]=[C:10]([C:18]3[CH:23]=[CH:22][C:21]([C:24]([F:27])([F:26])[F:25])=[CH:20][CH:19]=3)[N:9]=2)[CH:5]=[CH:4][N:3]=1.[C:28]([NH:32][S:33]([C:36]1[S:37][C:38](B2OC(C)(C)C(C)(C)O2)=[CH:39][CH:40]=1)(=[O:35])=[O:34])([CH3:31])([CH3:30])[CH3:29]. (7) The reactants are: [Si:1]([O:8][CH2:9][C:10]1[N:11]([CH3:32])[C:12]2[C:17]([CH:18]=1)=[CH:16][C:15]1[C:19](=[O:31])[CH:20]=[CH:21][CH2:22][N:23]([C:24]([O:26][C:27]([CH3:30])([CH3:29])[CH3:28])=[O:25])[C:14]=1[CH:13]=2)([C:4]([CH3:7])([CH3:6])[CH3:5])([CH3:3])[CH3:2]. Given the product [Si:1]([O:8][CH2:9][C:10]1[N:11]([CH3:32])[C:12]2[C:17]([CH:18]=1)=[CH:16][C:15]1[C:19](=[O:31])[CH2:20][CH2:21][CH2:22][N:23]([C:24]([O:26][C:27]([CH3:30])([CH3:29])[CH3:28])=[O:25])[C:14]=1[CH:13]=2)([C:4]([CH3:7])([CH3:5])[CH3:6])([CH3:3])[CH3:2], predict the reactants needed to synthesize it. (8) Given the product [F:34][C:21]([F:20])([F:33])[C:22]([N:24]1[CH:29]2[CH2:30][CH2:31][CH:25]1[CH2:26][C:27]1([O:19][C:14]3[CH:15]=[CH:16][CH:17]=[CH:18][C:13]=3[N:8]3[CH:9]=[CH:10][CH:11]=[C:12]13)[CH2:28]2)=[O:23], predict the reactants needed to synthesize it. The reactants are: C(O)(C(F)(F)F)=O.[N:8]1([C:13]2[CH:18]=[CH:17][CH:16]=[CH:15][C:14]=2[OH:19])[CH:12]=[CH:11][CH:10]=[CH:9]1.[F:20][C:21]([F:34])([F:33])[C:22]([N:24]1[C@H:29]2[CH2:30][CH2:31][C@@H:25]1[CH2:26][C:27](=O)[CH2:28]2)=[O:23]. (9) Given the product [CH3:20][O:21][C:22]1[CH:29]=[CH:28][C:25]([CH2:26][O:13][C:5]2[CH:6]=[CH:7][CH:8]=[C:9]([N+:10]([O-:12])=[O:11])[C:4]=2[CH:2]([OH:1])[CH3:3])=[CH:24][CH:23]=1, predict the reactants needed to synthesize it. The reactants are: [OH:1][CH:2]([C:4]1[C:9]([N+:10]([O-:12])=[O:11])=[CH:8][CH:7]=[CH:6][C:5]=1[OH:13])[CH3:3].C(=O)([O-])[O-].[K+].[K+].[CH3:20][O:21][C:22]1[CH:29]=[CH:28][C:25]([CH2:26]Cl)=[CH:24][CH:23]=1. (10) Given the product [CH:12]1([C:2]2[CH:8]=[CH:7][C:5]([NH2:6])=[C:4]([N+:9]([O-:11])=[O:10])[CH:3]=2)[CH2:14][CH2:13]1, predict the reactants needed to synthesize it. The reactants are: Br[C:2]1[CH:8]=[CH:7][C:5]([NH2:6])=[C:4]([N+:9]([O-:11])=[O:10])[CH:3]=1.[CH:12]1(B(O)O)[CH2:14][CH2:13]1.P([O-])([O-])([O-])=O.[K+].[K+].[K+].C1(P)CCCCC1.